This data is from Catalyst prediction with 721,799 reactions and 888 catalyst types from USPTO. The task is: Predict which catalyst facilitates the given reaction. (1) Reactant: Br[CH2:2][C:3]([C:5]1[C:6]([CH3:14])=[C:7]([C:10]([F:13])=[CH:11][CH:12]=1)[C:8]#[N:9])=[O:4].[OH:15][CH2:16][CH2:17][CH:18]1[NH:23][CH2:22][CH2:21][N:20]([C:24]([O:26][C:27]([CH3:30])([CH3:29])[CH3:28])=[O:25])[CH2:19]1.CCN(C(C)C)C(C)C. Product: [C:8]([C:7]1[C:6]([CH3:14])=[C:5]([C:3](=[O:4])[CH2:2][N:23]2[CH2:22][CH2:21][N:20]([C:24]([O:26][C:27]([CH3:28])([CH3:29])[CH3:30])=[O:25])[CH2:19][CH:18]2[CH2:17][CH2:16][OH:15])[CH:12]=[CH:11][C:10]=1[F:13])#[N:9]. The catalyst class is: 220. (2) Reactant: C(O[C:6]([C:8]1[N:9]=[C:10]([C:26]#[N:27])[C:11]2[C:16]([C:17]=1[OH:18])=[CH:15][CH:14]=[C:13]([O:19][CH:20]1[CH2:25][CH2:24][CH2:23][CH2:22][CH2:21]1)[CH:12]=2)=[O:7])CCC.[NH2:28][CH2:29][C:30]1([C:34]([OH:36])=[O:35])[CH2:33][CH2:32][CH2:31]1.C[O-].[Na+].CO.Cl. The catalyst class is: 6. Product: [C:26]([C:10]1[C:11]2[C:16](=[CH:15][CH:14]=[C:13]([O:19][CH:20]3[CH2:25][CH2:24][CH2:23][CH2:22][CH2:21]3)[CH:12]=2)[C:17]([OH:18])=[C:8]([C:6]([NH:28][CH2:29][C:30]2([C:34]([OH:36])=[O:35])[CH2:33][CH2:32][CH2:31]2)=[O:7])[N:9]=1)#[N:27]. (3) Reactant: [CH3:1][N:2]([CH3:48])[CH2:3][C:4]([N:6]1[C:15]2[C:10](=[CH:11][C:12]([O:46][CH3:47])=[C:13]([NH:16][C:17]3[N:30]4[C:21](=[N:22][C:23]5[C:28]([C:29]4=[O:31])=[C:27]([F:32])[CH:26]=[CH:25][CH:24]=5)[C:20]4[CH:33]=[CH:34][N:35]([S:36]([C:39]5[CH:44]=[CH:43][C:42]([CH3:45])=[CH:41][CH:40]=5)(=[O:38])=[O:37])[C:19]=4[N:18]=3)[CH:14]=2)[CH2:9][CH2:8][CH2:7]1)=[O:5].[CH3:49][NH2:50]. Product: [CH3:1][N:2]([CH3:48])[CH2:3][C:4]([N:6]1[C:15]2[C:10](=[CH:11][C:12]([O:46][CH3:47])=[C:13]([NH:16][C:17]3[N:30]=[C:21]([NH:22][C:23]4[CH:24]=[CH:25][CH:26]=[C:27]([F:32])[C:28]=4[C:29]([NH:50][CH3:49])=[O:31])[C:20]4[CH:33]=[CH:34][N:35]([S:36]([C:39]5[CH:40]=[CH:41][C:42]([CH3:45])=[CH:43][CH:44]=5)(=[O:38])=[O:37])[C:19]=4[N:18]=3)[CH:14]=2)[CH2:9][CH2:8][CH2:7]1)=[O:5]. The catalyst class is: 1. (4) Reactant: [Cl:1][C:2]1[C:7]([C:8]([F:11])([F:10])[F:9])=[CH:6][N:5]=[C:4]2[NH:12][CH:13]=[C:14]([N+:15]([O-])=O)[C:3]=12.[OH-].[Na+]. Product: [Cl:1][C:2]1[C:7]([C:8]([F:11])([F:9])[F:10])=[CH:6][N:5]=[C:4]2[NH:12][CH:13]=[C:14]([NH2:15])[C:3]=12. The catalyst class is: 33. (5) Product: [Br:3][C:4]1[CH:5]=[C:6]([C:7](=[N:1][OH:2])[NH2:8])[CH:9]=[CH:10][CH:11]=1. Reactant: [NH2:1][OH:2].[Br:3][C:4]1[CH:5]=[C:6]([CH:9]=[CH:10][CH:11]=1)[C:7]#[N:8].C(=O)([O-])[O-].[K+].[K+]. The catalyst class is: 14. (6) Product: [CH3:15][O:14][C:7]1[CH:8]=[C:9]2[C:4](=[CH:5][CH:6]=1)[N:3]=[C:2]([NH:19][CH2:18][C:17]([F:21])([F:20])[F:16])[C:11]([CH:12]=[O:13])=[CH:10]2. The catalyst class is: 1. Reactant: Cl[C:2]1[C:11]([CH:12]=[O:13])=[CH:10][C:9]2[C:4](=[CH:5][CH:6]=[C:7]([O:14][CH3:15])[CH:8]=2)[N:3]=1.[F:16][C:17]([F:21])([F:20])[CH2:18][NH2:19]. (7) Reactant: C(=O)([O-])[O-].[K+].[K+].[Cl:7][C:8]1[CH:13]=[CH:12][C:11]([C:14]2[N:15]([CH:20]3[CH2:22][CH2:21]3)[C:16](=[O:19])[NH:17][N:18]=2)=[CH:10][CH:9]=1.Cl[CH2:24][C:25]([O:27][CH2:28][CH3:29])=[O:26]. Product: [CH2:28]([O:27][C:25](=[O:26])[CH2:24][N:17]1[C:16](=[O:19])[N:15]([CH:20]2[CH2:22][CH2:21]2)[C:14]([C:11]2[CH:10]=[CH:9][C:8]([Cl:7])=[CH:13][CH:12]=2)=[N:18]1)[CH3:29]. The catalyst class is: 10.